Dataset: Reaction yield outcomes from USPTO patents with 853,638 reactions. Task: Predict the reaction yield, written as a fraction of the theoretical maximum amount of product (1.0 means a 100% yield; for example, 0.34 means a 34% yield). (1) The reactants are [F:1][C@H:2]1[C@H:7]2[NH:8][C:9](=[S:11])[O:10][C@H:6]2[CH2:5][C@H:4]([CH2:12][OH:13])[C@H:3]1[OH:14].[CH3:15]I.[OH-].[Na+]. The catalyst is CCO. The product is [F:1][C@H:2]1[C@H:7]2[N:8]=[C:9]([S:11][CH3:15])[O:10][C@H:6]2[CH2:5][C@H:4]([CH2:12][OH:13])[C@H:3]1[OH:14]. The yield is 0.710. (2) The reactants are [F:1][C:2]1[CH:7]=[C:6](I)[CH:5]=[CH:4][C:3]=1[N:9]1[CH:14]=[C:13]([O:15][CH3:16])[C:12](=[O:17])[C:11]([C:18]2[N:22]([C:23]3[CH:28]=[CH:27][CH:26]=[CH:25][CH:24]=3)[N:21]=[CH:20][CH:19]=2)=[N:10]1.[NH:29]1[CH:33]=[CH:32][N:31]=[CH:30]1.N[C@@H]1CCCC[C@H]1N.C([O-])([O-])=O.[Cs+].[Cs+]. The catalyst is O1CCOCC1.[Cu]I.O. The product is [F:1][C:2]1[CH:7]=[C:6]([N:29]2[CH:33]=[CH:32][N:31]=[CH:30]2)[CH:5]=[CH:4][C:3]=1[N:9]1[CH:14]=[C:13]([O:15][CH3:16])[C:12](=[O:17])[C:11]([C:18]2[N:22]([C:23]3[CH:28]=[CH:27][CH:26]=[CH:25][CH:24]=3)[N:21]=[CH:20][CH:19]=2)=[N:10]1. The yield is 0.0800.